This data is from Full USPTO retrosynthesis dataset with 1.9M reactions from patents (1976-2016). The task is: Predict the reactants needed to synthesize the given product. (1) Given the product [Cl:3][C:4]1[C:13]2[C:8](=[CH:9][C:10]([O:14][CH3:15])=[CH:11][CH:12]=2)[C:7]([N:16]([CH2:26][CH3:27])[C:17](=[O:24])[C:18]2[CH:19]=[CH:20][CH:21]=[CH:22][CH:23]=2)=[CH:6][N:5]=1, predict the reactants needed to synthesize it. The reactants are: [H-].[Na+].[Cl:3][C:4]1[C:13]2[C:8](=[CH:9][C:10]([O:14][CH3:15])=[CH:11][CH:12]=2)[C:7]([NH:16][C:17](=[O:24])[C:18]2[CH:23]=[CH:22][CH:21]=[CH:20][CH:19]=2)=[CH:6][N:5]=1.I[CH2:26][CH3:27]. (2) The reactants are: Br[CH2:2][C:3](Br)=[O:4].[CH:6]1([CH2:9][NH:10][CH2:11][CH2:12][CH3:13])[CH2:8][CH2:7]1.[NH2:14][C:15]1[CH:20]=[CH:19][CH:18]=[C:17]([CH3:21])[CH:16]=1.[C:22]([C:26]1[CH:31]=[CH:30][C:29]([S:32](Cl)(=[O:34])=[O:33])=[CH:28][CH:27]=1)([CH3:25])([CH3:24])[CH3:23]. Given the product [C:22]([C:26]1[CH:31]=[CH:30][C:29]([S:32]([N:14]([C:15]2[CH:16]=[C:17]([CH3:21])[CH:18]=[CH:19][CH:20]=2)[CH2:2][C:3]([N:10]([CH2:9][CH:6]2[CH2:8][CH2:7]2)[CH2:11][CH2:12][CH3:13])=[O:4])(=[O:34])=[O:33])=[CH:28][CH:27]=1)([CH3:25])([CH3:23])[CH3:24], predict the reactants needed to synthesize it.